Task: Predict the reactants needed to synthesize the given product.. Dataset: Full USPTO retrosynthesis dataset with 1.9M reactions from patents (1976-2016) (1) The reactants are: Cl[C:2]1[C:7]([C:8]#[N:9])=[C:6]([C:10]2[CH:11]=[N:12][CH:13]=[C:14]([O:16][CH3:17])[CH:15]=2)[N:5]=[CH:4][N:3]=1.[SH:18][CH2:19][C:20]([NH2:22])=[O:21].[C:23](=O)([O-])[O-].[K+].[K+]. Given the product [NH2:9][C:8]1[C:7]2[C:6]([C:10]3[CH:11]=[N:12][CH:13]=[C:14]([O:16][CH3:17])[CH:15]=3)=[N:5][C:4]([CH3:23])=[N:3][C:2]=2[S:18][C:19]=1[C:20]([NH2:22])=[O:21], predict the reactants needed to synthesize it. (2) Given the product [Cl:1][C:2]1[CH:10]=[CH:9][CH:8]=[C:7]([CH3:11])[C:3]=1[CH2:4][OH:5], predict the reactants needed to synthesize it. The reactants are: [Cl:1][C:2]1[CH:10]=[CH:9][CH:8]=[C:7]([CH3:11])[C:3]=1[C:4](O)=[O:5]. (3) Given the product [O:1]1[C:10]2[CH:9]=[C:8]([CH2:11][N:12]([CH2:19][CH:20]3[CH2:25][CH2:24][CH2:23][NH:22][CH2:21]3)[C:13](=[O:18])[C:14]([F:16])([F:15])[F:17])[N:7]=[CH:6][C:5]=2[O:4][CH2:3][CH2:2]1, predict the reactants needed to synthesize it. The reactants are: [O:1]1[C:10]2[CH:9]=[C:8]([CH2:11][N:12]([CH2:19][CH:20]3[CH2:25][CH2:24][CH2:23][N:22](C(OC(C)(C)C)=O)[CH2:21]3)[C:13](=[O:18])[C:14]([F:17])([F:16])[F:15])[N:7]=[CH:6][C:5]=2[O:4][CH2:3][CH2:2]1. (4) Given the product [NH2:1][C:2]1[N:6]([C:7]2[CH:8]=[CH:9][C:10]([CH2:13][CH:14]([CH3:20])[C:15]([O:17][CH2:18][CH3:19])=[O:16])=[CH:11][CH:12]=2)[N:5]=[C:4]([C:21]([CH3:23])([CH3:22])[CH3:24])[CH:3]=1, predict the reactants needed to synthesize it. The reactants are: [NH2:1][C:2]1[N:6]([C:7]2[CH:12]=[CH:11][C:10]([CH:13]=[C:14]([CH3:20])[C:15]([O:17][CH2:18][CH3:19])=[O:16])=[CH:9][CH:8]=2)[N:5]=[C:4]([C:21]([CH3:24])([CH3:23])[CH3:22])[CH:3]=1.